From a dataset of Full USPTO retrosynthesis dataset with 1.9M reactions from patents (1976-2016). Predict the reactants needed to synthesize the given product. The reactants are: [N:1]1[CH:6]=[CH:5][CH:4]=[CH:3][C:2]=1[N:7]1[CH:11]=[C:10]([CH2:12][C:13]#[N:14])[CH:9]=[N:8]1.[CH3:15][N:16]([CH:18](OC)OC)[CH3:17]. Given the product [CH3:15][N:16]([CH3:17])[CH:18]=[C:12]([C:10]1[CH:9]=[N:8][N:7]([C:2]2[CH:3]=[CH:4][CH:5]=[CH:6][N:1]=2)[CH:11]=1)[C:13]#[N:14], predict the reactants needed to synthesize it.